From a dataset of Full USPTO retrosynthesis dataset with 1.9M reactions from patents (1976-2016). Predict the reactants needed to synthesize the given product. (1) Given the product [CH3:1][C:2]1[C:3]([NH:8][S:9]([C:12]2[S:13][C:14]([CH3:40])=[CH:15][C:16]=2[C:17]2[CH:22]=[CH:21][C:20]([CH2:23][N:24]3[C:33]4[C:28](=[C:29]([CH2:36][CH3:37])[N:30]=[C:31]([CH2:34][CH3:35])[CH:32]=4)[CH:27]=[CH:26][C:25]3=[O:38])=[CH:19][C:18]=2[F:39])(=[O:10])=[O:11])=[N:4][O:5][C:6]=1[CH3:7], predict the reactants needed to synthesize it. The reactants are: [CH3:1][C:2]1[C:3]([N:8](COCCOC)[S:9]([C:12]2[S:13][C:14]([CH3:40])=[CH:15][C:16]=2[C:17]2[CH:22]=[CH:21][C:20]([CH2:23][N:24]3[C:33]4[C:28](=[C:29]([CH2:36][CH3:37])[N:30]=[C:31]([CH2:34][CH3:35])[CH:32]=4)[CH:27]=[CH:26][C:25]3=[O:38])=[CH:19][C:18]=2[F:39])(=[O:11])=[O:10])=[N:4][O:5][C:6]=1[CH3:7].Cl. (2) Given the product [CH3:3][CH:2]([C:4]1[CH:5]=[CH:6][C:7]([S:10]([C:11]2[C:16]3=[N:17][S:18](=[O:22])(=[O:21])[CH2:19][CH2:20][N:15]3[CH:14]=[CH:13][CH:12]=2)=[O:31])=[CH:8][CH:9]=1)[CH3:1], predict the reactants needed to synthesize it. The reactants are: [CH3:1][CH:2]([C:4]1[CH:9]=[CH:8][C:7]([S:10][C:11]2[C:16]3=[N:17][S:18](=[O:22])(=[O:21])[CH2:19][CH2:20][N:15]3[CH:14]=[CH:13][CH:12]=2)=[CH:6][CH:5]=1)[CH3:3].ClC1C=CC=C(C(OO)=[O:31])C=1.S([O-])([O-])=O.[Na+].[Na+]. (3) The reactants are: C1(P(C2C=CC=CC=2)C2C=CC=CC=2)C=CC=CC=1.CCOC(/N=N/C(OCC)=O)=O.[S:32]1C=C[CH:34]=[C:33]1CC(O)=O.[CH3:41][O:42][C:43](=[O:66])[C@H:44]([CH2:62][CH:63]([CH3:65])[CH3:64])[NH:45][C:46](=[O:61])[C:47]1[CH:52]=[CH:51][C:50]([CH2:53][OH:54])=[CH:49][C:48]=1[C:55]1[CH:60]=[CH:59][CH:58]=[CH:57][CH:56]=1.C([O-])([O-])=O.[K+].[K+]. Given the product [CH3:41][O:42][C:43](=[O:66])[C@H:44]([CH2:62][CH:63]([CH3:64])[CH3:65])[NH:45][C:46](=[O:61])[C:47]1[CH:52]=[CH:51][C:50]([CH2:53][O:54][C:33](=[S:32])[CH3:34])=[CH:49][C:48]=1[C:55]1[CH:60]=[CH:59][CH:58]=[CH:57][CH:56]=1, predict the reactants needed to synthesize it. (4) Given the product [Br:23][C:2]1[C:3]([F:18])=[C:4]([C:9]2[C:10]([C:16]#[N:17])=[CH:11][CH:12]=[CH:13][C:14]=2[F:15])[C:5]([F:8])=[CH:6][CH:7]=1, predict the reactants needed to synthesize it. The reactants are: N[C:2]1[C:3]([F:18])=[C:4]([C:9]2[C:10]([C:16]#[N:17])=[CH:11][CH:12]=[CH:13][C:14]=2[F:15])[C:5]([F:8])=[CH:6][CH:7]=1.N([O-])=O.[Na+].[BrH:23]. (5) Given the product [OH:29][CH:20]1[C:19]2[C:10](=[CH:11][C:12]3[C:17]([CH:18]=2)=[CH:16][CH:15]=[CH:14][CH:13]=3)[CH:9]([OH:30])[C:8]2[CH:7]=[C:6]3[C:23]([CH:24]=[C:25]([CH2:26][CH2:27][CH3:28])[C:4]([CH2:1][CH2:2][CH3:3])=[CH:5]3)=[CH:22][C:21]1=2, predict the reactants needed to synthesize it. The reactants are: [CH2:1]([C:4]1[C:25]([CH2:26][CH2:27][CH3:28])=[CH:24][C:23]2[C:6](=[CH:7][C:8]3[C:9](=[O:30])[C:10]4[C:19]([C:20](=[O:29])[C:21]=3[CH:22]=2)=[CH:18][C:17]2[C:12](=[CH:13][CH:14]=[CH:15][CH:16]=2)[CH:11]=4)[CH:5]=1)[CH2:2][CH3:3].C([BH-](CC)CC)C.[Li+].Cl.